From a dataset of Catalyst prediction with 721,799 reactions and 888 catalyst types from USPTO. Predict which catalyst facilitates the given reaction. (1) The catalyst class is: 59. Product: [CH3:1][O:2][C:3](=[O:16])[C:4]1[CH:12]=[C:11]([N+:13]([O-:15])=[O:14])[CH:10]=[C:6]([C:7]([NH2:23])=[O:8])[CH:5]=1. Reactant: [CH3:1][O:2][C:3](=[O:16])[C:4]1[CH:12]=[C:11]([N+:13]([O-:15])=[O:14])[CH:10]=[C:6]([C:7](O)=[O:8])[CH:5]=1.C(Cl)(C(Cl)=O)=O.[NH3:23]. (2) Reactant: [Br:1][C:2]1[CH:10]=[CH:9][C:5]([C:6](O)=[O:7])=[C:4]([Cl:11])[CH:3]=1.ClC(OC(=O)C(C)C)=O.CN1CCOCC1.[BH4-].[Na+]. Product: [Br:1][C:2]1[CH:10]=[CH:9][C:5]([CH2:6][OH:7])=[C:4]([Cl:11])[CH:3]=1. The catalyst class is: 30. (3) Reactant: [CH2:1]([O:8][C:9]1[CH:14]=[CH:13][C:12]([CH2:15][CH2:16][NH:17][C:18](=[O:27])[CH2:19][C:20]2[CH:25]=[CH:24][C:23]([CH3:26])=[CH:22][CH:21]=2)=[CH:11][C:10]=1[O:28][CH3:29])[C:2]1[CH:7]=[CH:6][CH:5]=[CH:4][CH:3]=1.[C:30]([O:34]C(N(C)C)N(C)C)(C)(C)C.Cl. Product: [CH2:1]([O:8][C:9]1[CH:14]=[CH:13][C:12]([CH2:15][CH2:16][NH:17][C:18](=[O:27])[C:19]([C:20]2[CH:21]=[CH:22][C:23]([CH3:26])=[CH:24][CH:25]=2)=[CH:30][OH:34])=[CH:11][C:10]=1[O:28][CH3:29])[C:2]1[CH:3]=[CH:4][CH:5]=[CH:6][CH:7]=1. The catalyst class is: 7. (4) Reactant: [Li]CCCC.C(C1C=C(C2C=C(C)C=[C:25]3[C:21]=2[CH:22]=[C:23](C)[CH:24]3[Si]([CH:24]2[C:25]3[C:21](=C(C4C=C(C(C)(C)C)C=C(C(C)(C)C)C=4)C=C(C)C=3)[CH:22]=[C:23]2C)(C)C)C=C(C(C)(C)C)C=1)(C)(C)C.[Cl-].[Cl-].[Cl-].[Cl-].[Zr+4:63].[Cl-].[Cl-].[Cl-].[Cl-].[Zr+4]. Product: [CH-:21]1[CH:25]=[CH:24][CH:23]=[CH:22]1.[CH-:21]1[CH:25]=[CH:24][CH:23]=[CH:22]1.[Zr+2:63]. The catalyst class is: 28. (5) Reactant: Br[C:2]1[CH:7]=[CH:6][C:5]([S:8]([NH:11][C:12]2[N:17]=[C:16]([N:18]3[CH2:23][C@H:22]([CH3:24])[N:21]([C:25]([O:27][C:28]([CH3:31])([CH3:30])[CH3:29])=[O:26])[C@H:20]([CH3:32])[CH2:19]3)[CH:15]=[CH:14][C:13]=2[O:33][CH3:34])(=[O:10])=[O:9])=[C:4]([Cl:35])[CH:3]=1.[O:36]1[CH:40]=[CH:39][C:38](B2OC(C)(C)C(C)(C)O2)=[CH:37]1.C(=O)([O-])[O-].[Na+].[Na+].O. Product: [Cl:35][C:4]1[CH:3]=[C:2]([C:38]2[CH:39]=[CH:40][O:36][CH:37]=2)[CH:7]=[CH:6][C:5]=1[S:8]([NH:11][C:12]1[N:17]=[C:16]([N:18]2[CH2:23][C@H:22]([CH3:24])[N:21]([C:25]([O:27][C:28]([CH3:31])([CH3:30])[CH3:29])=[O:26])[C@H:20]([CH3:32])[CH2:19]2)[CH:15]=[CH:14][C:13]=1[O:33][CH3:34])(=[O:10])=[O:9]. The catalyst class is: 843. (6) Reactant: [CH3:1][C:2]1([CH3:14])[C:10]2[C:5](=[CH:6][CH:7]=[CH:8][CH:9]=2)[C:4]([CH3:12])([CH3:11])[NH+:3]1[O-:13]. Product: [OH:13][N:3]1[C:2]([CH3:14])([CH3:1])[C:10]2[C:5](=[CH:6][CH:7]=[CH:8][CH:9]=2)[C:4]1([CH3:12])[CH3:11]. The catalyst class is: 856. (7) Reactant: [CH2:1]([N:3]1[C:7]2=[N:8][C:9]([CH2:48][CH3:49])=[C:10]([CH2:19][NH:20][C:21]([C:23]3[CH:28]=[CH:27][CH:26]=[C:25]([C:29]([NH:31][CH2:32][C:33]4[C:34]([CH3:47])=[C:35]([C:39]5[CH:44]=[CH:43][CH:42]=[C:41]([CH:45]=O)[CH:40]=5)[CH:36]=[CH:37][CH:38]=4)=[O:30])[CH:24]=3)=[O:22])[C:11]([NH:12][CH:13]3[CH2:18][CH2:17][O:16][CH2:15][CH2:14]3)=[C:6]2[CH:5]=[N:4]1)[CH3:2].[CH3:50][N:51]1[CH2:56][CH2:55][NH:54][CH2:53][CH2:52]1.C(O[BH-](OC(=O)C)OC(=O)C)(=O)C.[Na+].CC(O)=O. Product: [CH2:1]([N:3]1[C:7]2=[N:8][C:9]([CH2:48][CH3:49])=[C:10]([CH2:19][NH:20][C:21]([C:23]3[CH:28]=[CH:27][CH:26]=[C:25]([C:29]([NH:31][CH2:32][C:33]4[C:34]([CH3:47])=[C:35]([C:39]5[CH:44]=[CH:43][CH:42]=[C:41]([CH2:45][N:54]6[CH2:55][CH2:56][N:51]([CH3:50])[CH2:52][CH2:53]6)[CH:40]=5)[CH:36]=[CH:37][CH:38]=4)=[O:30])[CH:24]=3)=[O:22])[C:11]([NH:12][CH:13]3[CH2:18][CH2:17][O:16][CH2:15][CH2:14]3)=[C:6]2[CH:5]=[N:4]1)[CH3:2]. The catalyst class is: 26.